Predict the reactants needed to synthesize the given product. From a dataset of Full USPTO retrosynthesis dataset with 1.9M reactions from patents (1976-2016). (1) Given the product [F:27][C:25]1[CH:24]=[CH:23][C:22]([CH3:28])=[C:21]([CH:26]=1)[O:20][C:10]1[N:11]([C:14]2[CH:15]=[CH:16][CH:17]=[CH:18][CH:19]=2)[C:12]2[C:8]([C:9]=1[C:29]([N:31]1[CH2:36][CH2:35][NH:34][CH2:33][CH2:32]1)=[O:30])=[CH:7][CH:6]=[C:5]([C:3]([OH:4])=[O:2])[CH:13]=2, predict the reactants needed to synthesize it. The reactants are: C[O:2][C:3]([C:5]1[CH:13]=[C:12]2[C:8]([C:9]([C:29]([N:31]3[CH2:36][CH2:35][N:34](C(OC(C)(C)C)=O)[CH2:33][CH2:32]3)=[O:30])=[C:10]([O:20][C:21]3[CH:26]=[C:25]([F:27])[CH:24]=[CH:23][C:22]=3[CH3:28])[N:11]2[C:14]2[CH:19]=[CH:18][CH:17]=[CH:16][CH:15]=2)=[CH:7][CH:6]=1)=[O:4].[OH-].[Na+]. (2) Given the product [CH3:25][N:21]1[CH2:22][CH2:23][CH2:24][C@H:20]1[C:17]1[CH:18]=[CH:19][C:14]([CH2:13][CH2:12][CH2:11][C@H:8]2[CH2:7][CH2:6][C@H:5]([C:3]([OH:4])=[O:2])[CH2:10][CH2:9]2)=[N:15][CH:16]=1, predict the reactants needed to synthesize it. The reactants are: C[O:2][C:3]([C@H:5]1[CH2:10][CH2:9][C@H:8]([CH2:11][CH2:12][CH2:13][C:14]2[CH:19]=[CH:18][C:17]([C@@H:20]3[CH2:24][CH2:23][CH2:22][N:21]3[CH3:25])=[CH:16][N:15]=2)[CH2:7][CH2:6]1)=[O:4].[OH-].[K+].CC(O)=O.